Dataset: Reaction yield outcomes from USPTO patents with 853,638 reactions. Task: Predict the reaction yield, written as a fraction of the theoretical maximum amount of product (1.0 means a 100% yield; for example, 0.34 means a 34% yield). (1) The reactants are C[O:2][C:3]1[CH:12]=[C:11]2[C:6]([C:7]([NH:13][CH2:14][C:15]3[N:19]4[N:20]=[C:21]([C:24]5[CH:29]=[CH:28][CH:27]=[CH:26][CH:25]=5)[CH:22]=[CH:23][C:18]4=[N:17][N:16]=3)=[CH:8][CH:9]=[N:10]2)=[N:5][CH:4]=1.[OH-].[Na+]. The catalyst is Br.C(Cl)Cl.O. The product is [C:24]1([C:21]2[CH:22]=[CH:23][C:18]3[N:19]([C:15]([CH2:14][NH:13][C:7]4[CH:8]=[CH:9][N:10]=[C:11]5[C:6]=4[N:5]=[CH:4][C:3]([OH:2])=[CH:12]5)=[N:16][N:17]=3)[N:20]=2)[CH:25]=[CH:26][CH:27]=[CH:28][CH:29]=1. The yield is 0.796. (2) The reactants are Cl.[NH2:2][C:3]1[CH:8]=[CH:7][C:6]([OH:9])=[CH:5][C:4]=1[OH:10].C(=O)([O-])O.[Na+].[CH3:16][O:17][C:18](OC)([O:23]C)[C:19](OC)=O. No catalyst specified. The product is [OH:9][C:6]1[CH:7]=[CH:8][C:3]2[N:2]=[C:19]([C:18]([O:17][CH3:16])=[O:23])[O:10][C:4]=2[CH:5]=1. The yield is 0.820. (3) The reactants are [F:1][C:2]1[CH:3]=[C:4]2[C:8](=[CH:9][CH:10]=1)[C:7](=[O:11])[CH2:6][CH2:5]2.CS(O)(=O)=O.[N-:17]=[N+]=[N-].[Na+].[OH-].[Na+]. The catalyst is ClCCl. The product is [F:1][C:2]1[CH:3]=[C:4]2[C:8](=[CH:9][CH:10]=1)[C:7](=[O:11])[NH:17][CH2:6][CH2:5]2. The yield is 0.610. (4) The reactants are OI1(=O)C2C=CC=CC=2C(=O)O1.[C:13](#[N:15])[CH3:14].C(C1[NH:19][C:20]2[C:25]([CH:26]=1)=[CH:24][C:23]([C@H:27]([NH:29][C:30]([C:32]1[O:36][N:35]=[C:34]([CH3:37])[CH:33]=1)=[O:31])[CH3:28])=[CH:22][CH:21]=2)=O. The catalyst is N.O.C1COCC1.[Cl-].[Na+].O. The product is [C:13]([C:14]1[NH:19][C:20]2[C:25]([CH:26]=1)=[CH:24][C:23]([C@H:27]([NH:29][C:30]([C:32]1[O:36][N:35]=[C:34]([CH3:37])[CH:33]=1)=[O:31])[CH3:28])=[CH:22][CH:21]=2)#[N:15]. The yield is 0.770. (5) The reactants are [C:1]([C:3]1[CH:8]=[CH:7][C:6]([C:9]2([NH:12][CH2:13][CH2:14][CH3:15])[CH2:11][CH2:10]2)=[CH:5][CH:4]=1)#[CH:2].[CH2:16]([O:18][C:19](=[O:27])[C:20]1[CH:25]=[CH:24][C:23](I)=[CH:22][CH:21]=1)[CH3:17]. The catalyst is C(N(CC)CC)C.[Cu]I.Cl[Pd](Cl)([P](C1C=CC=CC=1)(C1C=CC=CC=1)C1C=CC=CC=1)[P](C1C=CC=CC=1)(C1C=CC=CC=1)C1C=CC=CC=1. The product is [CH2:13]([NH:12][C:9]1([C:6]2[CH:7]=[CH:8][C:3]([C:1]#[C:2][C:23]3[CH:24]=[CH:25][C:20]([C:19]([O:18][CH2:16][CH3:17])=[O:27])=[CH:21][CH:22]=3)=[CH:4][CH:5]=2)[CH2:10][CH2:11]1)[CH2:14][CH3:15]. The yield is 0.610. (6) The reactants are [CH3:1][O:2][CH2:3][C:4]1[CH:9]=[C:8]([C:10]([O:12]C)=[O:11])[CH:7]=[CH:6][C:5]=1[C:14]1[CH:19]=[CH:18][CH:17]=[CH:16][C:15]=1[CH3:20].[OH-].[Na+]. The catalyst is CCO.O. The product is [CH3:1][O:2][CH2:3][C:4]1[CH:9]=[C:8]([C:10]([OH:12])=[O:11])[CH:7]=[CH:6][C:5]=1[C:14]1[CH:19]=[CH:18][CH:17]=[CH:16][C:15]=1[CH3:20]. The yield is 0.920.